Dataset: Catalyst prediction with 721,799 reactions and 888 catalyst types from USPTO. Task: Predict which catalyst facilitates the given reaction. (1) Reactant: C(N(CC)C1C=[CH:8][C:7]([NH:10][C:11]([C:13]2[CH:14]=[C:15]([CH:19]=[CH:20][CH:21]=2)C(O)=O)=[O:12])=[C:6]([C:22]2[CH:27]=[C:26]([C:28](=[O:41])[NH:29][CH2:30][C:31]3[CH:36]=[CH:35][CH:34]=[C:33]([C:37]([F:40])([F:39])[F:38])[CH:32]=3)[CH:25]=[CH:24][N:23]=2)C=1)C.CNC[CH2:47][O:48][CH2:49][CH2:50][O:51][CH2:52][CH2:53][O:54][CH2:55][CH2:56][C:57]([O:59][C:60]([CH3:63])([CH3:62])[CH3:61])=[O:58].[CH3:64][CH2:65][N:66]([CH:70]([CH3:72])C)[CH:67]([CH3:69])[CH3:68].CN([C:76]([O:80]N1N=NC2C=CC=NC1=2)=[N+:77]([CH3:79])[CH3:78])C.F[P-](F)(F)(F)(F)F. Product: [CH2:70]([N:66]([CH2:65][CH3:64])[C:67]1[CH:68]=[CH:8][C:7]([NH:10][C:11]([C:13]2[CH:14]=[C:15]([C:76](=[O:80])[N:77]([CH3:78])[CH2:79][CH2:47][O:48][CH2:49][CH2:50][O:51][CH2:52][CH2:53][O:54][CH2:55][CH2:56][C:57]([O:59][C:60]([CH3:63])([CH3:62])[CH3:61])=[O:58])[CH:19]=[CH:20][CH:21]=2)=[O:12])=[C:6]([C:22]2[CH:27]=[C:26]([C:28](=[O:41])[NH:29][CH2:30][C:31]3[CH:36]=[CH:35][CH:34]=[C:33]([C:37]([F:39])([F:40])[F:38])[CH:32]=3)[CH:25]=[CH:24][N:23]=2)[CH:69]=1)[CH3:72]. The catalyst class is: 39. (2) Reactant: [NH:1]1[CH2:5][CH2:4][CH2:3][CH:2]1[CH2:6][O:7][C:8]1[CH:9]=[CH:10][C:11]([C:14]([O:16][CH3:17])=[O:15])=[N:12][CH:13]=1.[Br:18][C:19]1[CH:24]=[CH:23][CH:22]=[CH:21][C:20]=1[NH:25][C:26](=[O:40])[NH:27][C:28]1[CH:33]=[CH:32][C:31]([CH2:34][C:35](O)=[O:36])=[CH:30][C:29]=1[O:38][CH3:39].CCN=C=NCCCN(C)C.Cl. Product: [Br:18][C:19]1[CH:24]=[CH:23][CH:22]=[CH:21][C:20]=1[NH:25][C:26](=[O:40])[NH:27][C:28]1[CH:33]=[CH:32][C:31]([CH2:34][C:35]([N:1]2[CH2:5][CH2:4][CH2:3][CH:2]2[CH2:6][O:7][C:8]2[CH:9]=[CH:10][C:11]([C:14]([O:16][CH3:17])=[O:15])=[N:12][CH:13]=2)=[O:36])=[CH:30][C:29]=1[O:38][CH3:39]. The catalyst class is: 241. (3) Reactant: [H-].[Na+].[NH:3]1[CH:7]=[CH:6][CH:5]=[C:4]1[C:8]([O:10][CH3:11])=[O:9].[Br:12][CH2:13][CH2:14][CH2:15][CH2:16]Br. Product: [Br:12][CH2:13][CH2:14][CH2:15][CH2:16][N:3]1[CH:7]=[CH:6][CH:5]=[C:4]1[C:8]([O:10][CH3:11])=[O:9]. The catalyst class is: 1. (4) Reactant: [NH2:1][CH2:2][C:3]1[CH:8]=[CH:7][C:6]([CH:9]2[N:12]([C:13]3[CH:18]=[CH:17][C:16]([F:19])=[CH:15][CH:14]=3)[C:11](=[O:20])[CH:10]2[CH2:21][CH2:22][CH:23]([C:25]2[CH:30]=[CH:29][C:28]([F:31])=[CH:27][CH:26]=2)[OH:24])=[CH:5][CH:4]=1.[OH:32][CH:33]([CH:55]([OH:62])[CH:56]([OH:61])[CH:57]([OH:60])[CH2:58][OH:59])[C:34](=[O:54])[CH2:35][O:36][CH2:37][CH2:38][O:39][CH2:40][CH2:41][NH:42][C:43]([CH2:45][O:46][CH2:47][CH2:48][O:49][CH2:50][C:51](O)=[O:52])=[O:44].C(N=C=NC(C)C)(C)C.OC1C2N=NNC=2C=CC=1. Product: [F:19][C:16]1[CH:15]=[CH:14][C:13]([N:12]2[C:11](=[O:20])[CH:10]([CH2:21][CH2:22][CH:23]([C:25]3[CH:26]=[CH:27][C:28]([F:31])=[CH:29][CH:30]=3)[OH:24])[CH:9]2[C:6]2[CH:7]=[CH:8][C:3]([CH2:2][NH:1][C:51](=[O:52])[CH2:50][O:49][CH2:48][CH2:47][O:46][CH2:45][C:43](=[O:44])[NH:42][CH2:41][CH2:40][O:39][CH2:38][CH2:37][O:36][CH2:35][C:34](=[O:54])[CH:33]([OH:32])[CH:55]([OH:62])[CH:56]([OH:61])[CH:57]([OH:60])[CH2:58][OH:59])=[CH:4][CH:5]=2)=[CH:18][CH:17]=1. The catalyst class is: 9. (5) Reactant: C1C=CC(P(C2C=CC=CC=2)C2C=CC=CC=2)=CC=1.[CH2:20]([O:22][C:23](=[O:38])[C:24]1[CH:29]=[CH:28][C:27]([CH2:30][C:31]2[O:35][N:34]=[C:33]([CH2:36][OH:37])[N:32]=2)=[CH:26][CH:25]=1)[CH3:21].[Cl:39][C:40]1[C:41]([OH:50])=[C:42]([C:47](=[O:49])[CH3:48])[CH:43]=[CH:44][C:45]=1O.N(C(OC(C)C)=O)=NC(OC(C)C)=O. Product: [CH2:20]([O:22][C:23](=[O:38])[C:24]1[CH:25]=[CH:26][C:27]([CH2:30][C:31]2[O:35][N:34]=[C:33]([CH2:36][O:37][C:45]3[CH:44]=[CH:43][C:42]([C:47](=[O:49])[CH3:48])=[C:41]([OH:50])[C:40]=3[Cl:39])[N:32]=2)=[CH:28][CH:29]=1)[CH3:21]. The catalyst class is: 2. (6) Reactant: [Cl:1][C:2]1[CH:7]=[C:6]([C:8]2[C:16]3[C:11](=[N:12][CH:13]=[CH:14][CH:15]=3)[N:10](S(C3C=CC=CC=3)(=O)=O)[CH:9]=2)[N:5]=[C:4]([NH:26][C@H:27]2[CH2:32][CH2:31][C@H:30]([NH2:33])[CH2:29][CH2:28]2)[N:3]=1.[CH:34]1([S:37](Cl)(=[O:39])=[O:38])[CH2:36][CH2:35]1.C(N(CC)CC)C.[F:48][C:49]([F:54])([F:53])[C:50]([OH:52])=[O:51]. Product: [F:48][C:49]([F:54])([F:53])[C:50]([OH:52])=[O:51].[Cl:1][C:2]1[CH:7]=[C:6]([C:8]2[C:16]3[C:11](=[N:12][CH:13]=[CH:14][CH:15]=3)[NH:10][CH:9]=2)[N:5]=[C:4]([NH:26][C@H:27]2[CH2:32][CH2:31][C@H:30]([NH:33][S:37]([CH:34]3[CH2:36][CH2:35]3)(=[O:39])=[O:38])[CH2:29][CH2:28]2)[N:3]=1. The catalyst class is: 1. (7) Reactant: [CH3:1][C:2]1([NH2:8])[CH2:7][CH2:6][CH2:5][CH2:4][CH2:3]1.CCN(CC)CC.[Cl:16][CH2:17][CH2:18][CH2:19][C:20](Cl)=[O:21].O. Product: [Cl:16][CH2:17][CH2:18][CH2:19][C:20]([NH:8][C:2]1([CH3:1])[CH2:7][CH2:6][CH2:5][CH2:4][CH2:3]1)=[O:21]. The catalyst class is: 1. (8) Reactant: [NH:1](C(OCC1C2C(=CC=CC=2)C2C1=CC=CC=2)=O)[C@H:2]([C:12]([OH:14])=[O:13])[CH2:3][CH2:4][C:5](=[O:11])[O:6]C(C)(C)C.[C:32]([NH:35][C:36]1[CH:44]=[CH:43][C:39]([C:40]([OH:42])=O)=[CH:38][CH:37]=1)(=[O:34])[CH3:33].CN(C(ON1N=NC2C=CC=CC1=2)=[N+](C)C)C.[B-](F)(F)(F)F.C1C=CC2N(O)N=NC=2C=1.CCN(C(C)C)C(C)C. Product: [C:32]([NH:35][C:36]1[CH:37]=[CH:38][C:39]([C:40]([NH:1][C@H:2]([C:12]([OH:14])=[O:13])[CH2:3][CH2:4][C:5]([OH:11])=[O:6])=[O:42])=[CH:43][CH:44]=1)(=[O:34])[CH3:33]. The catalyst class is: 3. (9) Reactant: [F:1][C:2]1[CH:7]=[CH:6][CH:5]=[CH:4][C:3]=1[C:8](=[O:15])[CH2:9][C:10]([O:12][CH2:13][CH3:14])=[O:11].[H-].[Na+].[F:18][C:19]([F:29])([F:28])[C:20]1[CH:27]=[CH:26][C:23]([CH2:24]Br)=[CH:22][CH:21]=1.O. Product: [F:1][C:2]1[CH:7]=[CH:6][CH:5]=[CH:4][C:3]=1[C:8](=[O:15])[CH:9]([CH2:24][C:23]1[CH:22]=[CH:21][C:20]([C:19]([F:18])([F:28])[F:29])=[CH:27][CH:26]=1)[C:10]([O:12][CH2:13][CH3:14])=[O:11]. The catalyst class is: 57.